This data is from Peptide-MHC class II binding affinity with 134,281 pairs from IEDB. The task is: Regression. Given a peptide amino acid sequence and an MHC pseudo amino acid sequence, predict their binding affinity value. This is MHC class II binding data. (1) The peptide sequence is EEDLNKLRDLNKEVD. The MHC is H-2-IAb with pseudo-sequence H-2-IAb. The binding affinity (normalized) is 0. (2) The peptide sequence is TPQPMELKYSWKTWG. The MHC is DRB3_0101 with pseudo-sequence DRB3_0101. The binding affinity (normalized) is 0.142. (3) The peptide sequence is QKKPDFILATDIAEM. The MHC is DRB4_0101 with pseudo-sequence DRB4_0103. The binding affinity (normalized) is 0.354. (4) The peptide sequence is SWLNLAAHHPLRMVL. The MHC is DRB1_0901 with pseudo-sequence DRB1_0901. The binding affinity (normalized) is 0.883. (5) The peptide sequence is IRQAGVQYSRADEEQ. The MHC is HLA-DQA10501-DQB10301 with pseudo-sequence HLA-DQA10501-DQB10301. The binding affinity (normalized) is 0.544. (6) The peptide sequence is VCGMFTNRSGSQQW. The MHC is DRB3_0202 with pseudo-sequence DRB3_0202. The binding affinity (normalized) is 0.329. (7) The peptide sequence is VSAISQTEVKEEGKE. The MHC is DRB3_0101 with pseudo-sequence DRB3_0101. The binding affinity (normalized) is 0.